The task is: Predict the reaction yield, written as a fraction of the theoretical maximum amount of product (1.0 means a 100% yield; for example, 0.34 means a 34% yield).. This data is from Reaction yield outcomes from USPTO patents with 853,638 reactions. (1) The reactants are Cl[C:2]1[CH:7]=[C:6]([NH:8][C@@H:9]2[CH2:14][CH2:13][C@H:12]([C:15]([NH:17][CH:18]([CH3:20])[CH3:19])=[O:16])[CH2:11][CH2:10]2)[C:5]([N+:21]([O-:23])=[O:22])=[CH:4][N:3]=1.[NH:24]1[CH2:29][CH2:28][S:27](=[O:31])(=[O:30])[CH2:26][CH2:25]1. The catalyst is CC(O)C. The product is [CH:18]([NH:17][C:15]([C@H:12]1[CH2:13][CH2:14][C@@H:9]([NH:8][C:6]2[C:5]([N+:21]([O-:23])=[O:22])=[CH:4][N:3]=[C:2]([N:24]3[CH2:29][CH2:28][S:27](=[O:31])(=[O:30])[CH2:26][CH2:25]3)[CH:7]=2)[CH2:10][CH2:11]1)=[O:16])([CH3:20])[CH3:19]. The yield is 0.870. (2) The reactants are [H-].[Na+].[Cl:3][C:4]1[CH:12]=[CH:11][C:10]([Cl:13])=[C:9]2[C:5]=1[C:6](=[O:15])[C:7](=[O:14])[NH:8]2.Br[CH2:17][CH2:18][CH2:19][CH2:20][CH3:21].C(OCC)C. The catalyst is CN(C)C=O. The product is [Cl:3][C:4]1[CH:12]=[CH:11][C:10]([Cl:13])=[C:9]2[C:5]=1[C:6](=[O:15])[C:7](=[O:14])[N:8]2[CH2:17][CH2:18][CH2:19][CH2:20][CH3:21]. The yield is 0.980. (3) The reactants are Br[C:2]1[CH:7]=[CH:6][CH:5]=[C:4]([Br:8])[CH:3]=1.[NH:9]1[CH2:13][CH2:12][C@@H:11]([CH2:14][NH:15][C:16](=[O:22])[O:17][C:18]([CH3:21])([CH3:20])[CH3:19])[CH2:10]1.C1C=CC(P(C2C(C3C(P(C4C=CC=CC=4)C4C=CC=CC=4)=CC=C4C=3C=CC=C4)=C3C(C=CC=C3)=CC=2)C2C=CC=CC=2)=CC=1.CC(C)([O-])C.[Na+]. The catalyst is C1(C)C=CC=CC=1.O.CCOC(C)=O.C1C=CC(/C=C/C(/C=C/C2C=CC=CC=2)=O)=CC=1.C1C=CC(/C=C/C(/C=C/C2C=CC=CC=2)=O)=CC=1.C1C=CC(/C=C/C(/C=C/C2C=CC=CC=2)=O)=CC=1.[Pd].[Pd]. The product is [Br:8][C:4]1[CH:3]=[C:2]([N:9]2[CH2:13][CH2:12][C@H:11]([CH2:14][NH:15][C:16](=[O:22])[O:17][C:18]([CH3:20])([CH3:19])[CH3:21])[CH2:10]2)[CH:7]=[CH:6][CH:5]=1. The yield is 0.590. (4) The reactants are [F:1][C:2]([F:28])([F:27])[C:3]1[CH:8]=[CH:7][C:6]([C:9]2[CH:14]=[C:13]([C:15]#[N:16])[CH:12]=[C:11]([C:17]3[CH:22]=[CH:21][C:20]([C:23]([F:26])([F:25])[F:24])=[CH:19][CH:18]=3)[N:10]=2)=[CH:5][CH:4]=1.[H-].[H-].[H-].[H-].[Li+].[Al+3]. The catalyst is C(OCC)C. The product is [F:28][C:2]([F:1])([F:27])[C:3]1[CH:4]=[CH:5][C:6]([C:9]2[CH:14]=[C:13]([CH2:15][NH2:16])[CH:12]=[C:11]([C:17]3[CH:22]=[CH:21][C:20]([C:23]([F:26])([F:24])[F:25])=[CH:19][CH:18]=3)[N:10]=2)=[CH:7][CH:8]=1. The yield is 0.520. (5) The reactants are [Cl:1][C:2]1[C:3]([CH3:12])=[C:4]([S:8](Cl)(=[O:10])=[O:9])[CH:5]=[CH:6][CH:7]=1.N1C=CC=CC=1.[NH2:19][C:20]1[CH:29]=[CH:28][C:23]2[N:24]=[C:25]([CH3:27])[O:26][C:22]=2[CH:21]=1.C([O-])(O)=O.[Na+]. The catalyst is ClCCl. The product is [Cl:1][C:2]1[C:3]([CH3:12])=[C:4]([S:8]([NH:19][C:20]2[CH:29]=[CH:28][C:23]3[N:24]=[C:25]([CH3:27])[O:26][C:22]=3[CH:21]=2)(=[O:10])=[O:9])[CH:5]=[CH:6][CH:7]=1. The yield is 0.650. (6) The reactants are [CH2:1]([O:8][C:9](=[O:14])[C@H:10]([CH2:12][OH:13])[NH2:11])[C:2]1[CH:7]=[CH:6][CH:5]=[CH:4][CH:3]=1.[C:15]([O:26][C@H:27]([CH2:32][CH2:33][CH2:34][CH2:35][CH2:36][CH2:37][CH2:38][CH2:39][CH2:40][CH2:41][CH3:42])[CH2:28][C:29](O)=[O:30])(=[O:25])[CH2:16][CH2:17][CH2:18][CH2:19][CH2:20][CH2:21]CCC.C(Cl)CCl.CI. The catalyst is C(Cl)Cl. The product is [CH2:1]([O:8][C:9](=[O:14])[C@H:10]([CH2:12][OH:13])[NH:11][C:29](=[O:30])[CH2:28][C@H:27]([O:26][C:15](=[O:25])[CH2:16][CH2:17][CH2:18][CH2:19][CH2:20][CH3:21])[CH2:32][CH2:33][CH2:34][CH2:35][CH2:36][CH2:37][CH2:38][CH2:39][CH2:40][CH2:41][CH3:42])[C:2]1[CH:7]=[CH:6][CH:5]=[CH:4][CH:3]=1. The yield is 0.840.